Dataset: Reaction yield outcomes from USPTO patents with 853,638 reactions. Task: Predict the reaction yield, written as a fraction of the theoretical maximum amount of product (1.0 means a 100% yield; for example, 0.34 means a 34% yield). (1) The reactants are [CH3:1][C:2]1[C:6]([CH2:7][OH:8])=[C:5]([CH3:9])[O:4][N:3]=1.CC(OI1(OC(C)=O)(OC(C)=O)OC(=O)C2C=CC=CC1=2)=O. The catalyst is C(Cl)Cl. The product is [CH3:1][C:2]1[C:6]([CH:7]=[O:8])=[C:5]([CH3:9])[O:4][N:3]=1. The yield is 0.460. (2) The reactants are [Cl:1][C:2]1[N:7]=[C:6]([NH:8][CH3:9])[C:5]([NH2:10])=[CH:4][CH:3]=1.[CH3:11]C1C=CC(S(O)(=O)=O)=CC=1.CC(=O)OCC. The catalyst is C(OC)(OC)OC. The product is [Cl:1][C:2]1[N:7]=[C:6]2[N:8]([CH3:11])[CH:9]=[N:10][C:5]2=[CH:4][CH:3]=1. The yield is 0.816. (3) The reactants are CS(C)=O.C(Cl)(=O)C(Cl)=O.[Cl:11][C:12]1[CH:17]=[CH:16][C:15]([C:18]([CH3:22])([CH3:21])[CH2:19][OH:20])=[CH:14][CH:13]=1.C(N(CC)CC)C. The catalyst is C(Cl)Cl. The product is [Cl:11][C:12]1[CH:13]=[CH:14][C:15]([C:18]([CH3:22])([CH3:21])[CH:19]=[O:20])=[CH:16][CH:17]=1. The yield is 0.990. (4) The reactants are [NH2:1][C:2]1[C:3]([F:9])=[C:4]([CH3:8])[CH:5]=[CH:6][CH:7]=1.O=[C:11]([CH2:16][C:17]([O:19][CH3:20])=[O:18])[C:12]([O:14][CH3:15])=[O:13]. The catalyst is CC1C=CC(S(O)(=O)=O)=CC=1. The product is [F:9][C:3]1[C:4]([CH3:8])=[CH:5][CH:6]=[CH:7][C:2]=1/[N:1]=[C:11](\[CH2:16][C:17]([O:19][CH3:20])=[O:18])/[C:12]([O:14][CH3:15])=[O:13]. The yield is 0.530. (5) The yield is 0.500. The reactants are [CH2:1]([N:3]([CH3:17])[S:4]([C:7]1[CH:8]=[N:9][C:10]([Sn](C)(C)C)=[CH:11][CH:12]=1)(=[O:6])=[O:5])[CH3:2].[NH2:18][C:19]1[C:24]([C:25]2[CH:26]=[C:27]3[C:32](=[CH:33][CH:34]=2)[C:31](=[O:35])[NH:30][CH2:29][CH2:28]3)=[CH:23][C:22](Br)=[CH:21][N:20]=1. The catalyst is O1CCOCC1.C1C=CC([P]([Pd]([P](C2C=CC=CC=2)(C2C=CC=CC=2)C2C=CC=CC=2)([P](C2C=CC=CC=2)(C2C=CC=CC=2)C2C=CC=CC=2)[P](C2C=CC=CC=2)(C2C=CC=CC=2)C2C=CC=CC=2)(C2C=CC=CC=2)C2C=CC=CC=2)=CC=1. The product is [NH2:18][C:19]1[N:20]=[CH:21][C:22]([C:10]2[CH:11]=[CH:12][C:7]([S:4]([N:3]([CH2:1][CH3:2])[CH3:17])(=[O:6])=[O:5])=[CH:8][N:9]=2)=[CH:23][C:24]=1[C:25]1[CH:26]=[C:27]2[C:32](=[CH:33][CH:34]=1)[C:31](=[O:35])[NH:30][CH2:29][CH2:28]2. (6) The reactants are Br[C:2]1[S:6][C:5]([S:7]([NH2:10])(=[O:9])=[O:8])=[CH:4][C:3]=1[CH3:11]. The catalyst is CC(O)=O.[Zn]. The product is [CH3:11][C:3]1[CH:4]=[C:5]([S:7]([NH2:10])(=[O:9])=[O:8])[S:6][CH:2]=1. The yield is 0.430. (7) The reactants are [CH2:1]([NH:8][C:9](=[O:28])[C@@H:10]([CH2:19][O:20][CH2:21][C:22]1[CH:27]=[CH:26][CH:25]=[CH:24][CH:23]=1)[NH:11]C(OC(C)(C)C)=O)[C:2]1[CH:7]=[CH:6][CH:5]=[CH:4][CH:3]=1.FC(F)(F)C(O)=O. The catalyst is ClCCl. The product is [CH2:1]([NH:8][C:9](=[O:28])[C@@H:10]([CH2:19][O:20][CH2:21][C:22]1[CH:27]=[CH:26][CH:25]=[CH:24][CH:23]=1)[NH2:11])[C:2]1[CH:3]=[CH:4][CH:5]=[CH:6][CH:7]=1. The yield is 0.700. (8) The reactants are [CH2:1]([O:3][C:4](=[O:18])[C:5]1[CH:10]=[C:9]([CH3:11])[C:8]([N+:12]([O-:14])=[O:13])=[CH:7][C:6]=1[N+:15]([O-:17])=[O:16])[CH3:2].CO[CH:21]([N:24]([CH3:26])[CH3:25])OC. The catalyst is CN(C=O)C. The product is [CH2:1]([O:3][C:4](=[O:18])[C:5]1[CH:10]=[C:9]([CH:11]=[CH:21][N:24]([CH3:26])[CH3:25])[C:8]([N+:12]([O-:14])=[O:13])=[CH:7][C:6]=1[N+:15]([O-:17])=[O:16])[CH3:2]. The yield is 0.280. (9) The reactants are C(OC([N:8]1[CH2:17][CH2:16][C:15]2[C:10](=[CH:11][CH:12]=[C:13]([C:18]([N:20]3[CH2:26][CH2:25][CH2:24][N:23]([CH:27]([CH3:29])[CH3:28])[CH2:22][CH2:21]3)=[O:19])[CH:14]=2)[CH2:9]1)=O)(C)(C)C.C(O)(C(F)(F)F)=O. The catalyst is C(Cl)Cl. The product is [CH:27]([N:23]1[CH2:24][CH2:25][CH2:26][N:20]([C:18]([C:13]2[CH:14]=[C:15]3[C:10](=[CH:11][CH:12]=2)[CH2:9][NH:8][CH2:17][CH2:16]3)=[O:19])[CH2:21][CH2:22]1)([CH3:29])[CH3:28]. The yield is 0.470.